Dataset: Forward reaction prediction with 1.9M reactions from USPTO patents (1976-2016). Task: Predict the product of the given reaction. (1) Given the reactants [CH:1]1([C:4]2[C:5]([NH:23][S:24]([CH3:27])(=[O:26])=[O:25])=[CH:6][C:7]3[O:11][C:10]([C:12]4[CH:17]=[CH:16][C:15]([Cl:18])=[CH:14][CH:13]=4)=[C:9]([C:19](O)=[O:20])[C:8]=3[CH:22]=2)[CH2:3][CH2:2]1.C[CH2:29][N:30](C(C)C)C(C)C.CN(C(ON1N=NC2C=CC=NC1=2)=[N+](C)C)C.F[P-](F)(F)(F)(F)F.CN.C1COCC1, predict the reaction product. The product is: [Cl:18][C:15]1[CH:14]=[CH:13][C:12]([C:10]2[O:11][C:7]3[CH:6]=[C:5]([NH:23][S:24]([CH3:27])(=[O:26])=[O:25])[C:4]([CH:1]4[CH2:2][CH2:3]4)=[CH:22][C:8]=3[C:9]=2[C:19]([NH:30][CH3:29])=[O:20])=[CH:17][CH:16]=1. (2) Given the reactants [CH2:1]([O:3][C:4](=[O:38])[CH:5]([C:19]1[CH:24]=[CH:23][C:22]([O:25][C@H:26]2[CH2:30][CH2:29][N:28]([CH2:31][C:32]3[CH:37]=[CH:36][CH:35]=[CH:34][CH:33]=3)[CH2:27]2)=[CH:21][CH:20]=1)[CH2:6][C:7]1[CH:16]=[CH:15][C:14]2[C:9](=[CH:10][C:11]([C:17]#[N:18])=[CH:12][CH:13]=2)[CH:8]=1)[CH3:2].[O-]CC.[Na+], predict the reaction product. The product is: [CH2:1]([O:3][C:4](=[O:38])[C@H:5]([C:19]1[CH:24]=[CH:23][C:22]([O:25][C@H:26]2[CH2:30][CH2:29][N:28]([CH2:31][C:32]3[CH:33]=[CH:34][CH:35]=[CH:36][CH:37]=3)[CH2:27]2)=[CH:21][CH:20]=1)[CH2:6][C:7]1[CH:16]=[CH:15][C:14]2[C:9](=[CH:10][C:11]([C:17]#[N:18])=[CH:12][CH:13]=2)[CH:8]=1)[CH3:2]. (3) Given the reactants [F:1][C:2]1[CH:7]=[C:6]([F:8])[CH:5]=[C:4]([F:9])[CH:3]=1.C([Li])CCC.[O:15]=[C:16](C1NC=CN=1)[C:17]([O:19][CH2:20][CH3:21])=[O:18], predict the reaction product. The product is: [O:15]=[C:16]([C:7]1[C:2]([F:1])=[CH:3][C:4]([F:9])=[CH:5][C:6]=1[F:8])[C:17]([O:19][CH2:20][CH3:21])=[O:18]. (4) Given the reactants FC(F)(F)C([N:5]1[CH2:10][CH2:9][CH:8]([CH:11]2[C:24]3[CH:23]=[CH:22][C:21]([C:25]4[NH:29][N:28]=[N:27][N:26]=4)=[CH:20][C:19]=3[O:18][C:17]3[C:12]2=[CH:13][CH:14]=[CH:15][CH:16]=3)[CH2:7][CH2:6]1)=O.[OH-].[Na+].FC(F)(F)C(N1CCC(C2C3C=CC(C4C=CN=CC=4)=CC=3OC3C2=CC=CC=3)CC1)=O, predict the reaction product. The product is: [NH:29]1[C:25]([C:21]2[CH:22]=[CH:23][C:24]3[CH:11]([CH:8]4[CH2:9][CH2:10][NH:5][CH2:6][CH2:7]4)[C:12]4[C:17]([O:18][C:19]=3[CH:20]=2)=[CH:16][CH:15]=[CH:14][CH:13]=4)=[N:26][N:27]=[N:28]1. (5) Given the reactants [N+:1]([C:4]1[CH:8]=[CH:7][NH:6][N:5]=1)([O-:3])=[O:2].[H-].[Na+].Br[CH:12]([CH3:14])[CH3:13], predict the reaction product. The product is: [CH:12]([N:6]1[CH:7]=[CH:8][C:4]([N+:1]([O-:3])=[O:2])=[N:5]1)([CH3:14])[CH3:13]. (6) Given the reactants [CH3:1][O:2][C:3]1[CH:4]=[C:5]2[C:10](=[CH:11][C:12]=1[O:13][CH3:14])[CH:9]([CH2:15][CH2:16][C:17]1[CH:22]=[CH:21][CH:20]=[C:19]([O:23][CH3:24])[CH:18]=1)[NH:8][CH2:7][CH2:6]2.Br[CH:26]([C:31]1[CH:36]=[CH:35][CH:34]=[CH:33][CH:32]=1)[C:27]([O:29]C)=[O:28], predict the reaction product. The product is: [CH3:1][O:2][C:3]1[CH:4]=[C:5]2[C:10](=[CH:11][C:12]=1[O:13][CH3:14])[CH:9]([CH2:15][CH2:16][C:17]1[CH:22]=[CH:21][CH:20]=[C:19]([O:23][CH3:24])[CH:18]=1)[N:8]([CH:26]([C:31]1[CH:36]=[CH:35][CH:34]=[CH:33][CH:32]=1)[C:27]([OH:29])=[O:28])[CH2:7][CH2:6]2. (7) Given the reactants [I-].[Na+].Cl[CH:4]1[CH2:8][CH2:7][CH2:6][CH:5]1[NH:9][C:10]1[CH:11]=[C:12]2[C:21](=[CH:22][CH:23]=1)[S:20][C:19]1[C:18]([C:24]3[NH:29][C:28](=[O:30])[CH:27]=[C:26]([N:31]4[CH2:36][CH2:35][O:34][CH2:33][CH2:32]4)[CH:25]=3)=[CH:17][CH:16]=[CH:15][C:14]=1[S:13]2.[OH2:37], predict the reaction product. The product is: [O:34]1[CH2:35][CH2:36][N:31]([C:26]2[CH:25]=[C:24]([C:18]3[C:19]4[S:20][C:21]5[C:12](=[CH:11][C:10]([NH:9][CH:5]6[CH2:6][CH2:7][CH2:8][CH:4]6[N:9]6[CH2:10][CH2:23][O:37][CH2:4][CH2:5]6)=[CH:23][CH:22]=5)[S:13][C:14]=4[CH:15]=[CH:16][CH:17]=3)[NH:29][C:28](=[O:30])[CH:27]=2)[CH2:32][CH2:33]1.